Dataset: Reaction yield outcomes from USPTO patents with 853,638 reactions. Task: Predict the reaction yield, written as a fraction of the theoretical maximum amount of product (1.0 means a 100% yield; for example, 0.34 means a 34% yield). The reactants are [CH:1]1([NH:6][C:7]2[C:12]([CH:13]=O)=[CH:11][N:10]=[C:9]([S:15][CH3:16])[N:8]=2)[CH2:5][CH2:4][CH2:3][CH2:2]1.C[O:18][C:19](=O)[CH2:20][C:21]1[CH:26]=[C:25]([C:27]2[O:28][C:29]([CH2:32][CH:33]([CH3:35])[CH3:34])=[N:30][N:31]=2)[CH:24]=[CH:23][C:22]=1[CH3:36].C(=O)([O-])[O-].[Cs+].[Cs+]. The catalyst is CN(C)C(=O)C. The product is [CH:1]1([N:6]2[C:7]3[N:8]=[C:9]([S:15][CH3:16])[N:10]=[CH:11][C:12]=3[CH:13]=[C:20]([C:21]3[CH:26]=[C:25]([C:27]4[O:28][C:29]([CH2:32][CH:33]([CH3:35])[CH3:34])=[N:30][N:31]=4)[CH:24]=[CH:23][C:22]=3[CH3:36])[C:19]2=[O:18])[CH2:5][CH2:4][CH2:3][CH2:2]1. The yield is 0.400.